Dataset: Reaction yield outcomes from USPTO patents with 853,638 reactions. Task: Predict the reaction yield, written as a fraction of the theoretical maximum amount of product (1.0 means a 100% yield; for example, 0.34 means a 34% yield). (1) The reactants are Br[C:2]1[CH:7]=[C:6]([CH3:8])[CH:5]=[C:4]([CH3:9])[C:3]=1[NH:10][C:11](=[O:20])[CH2:12][C:13]1[CH:18]=[CH:17][C:16]([F:19])=[CH:15][CH:14]=1.[NH2:21][C:22]1[CH:23]=[C:24](B(O)O)[CH:25]=[CH:26][CH:27]=1.C(=O)([O-])[O-].[K+].[K+]. The catalyst is CC(C)=O.C([O-])(=O)C.[Pd+2].C([O-])(=O)C. The product is [NH2:21][C:22]1[CH:27]=[C:26]([C:2]2[CH:7]=[C:6]([CH3:8])[CH:5]=[C:4]([CH3:9])[C:3]=2[NH:10][C:11](=[O:20])[CH2:12][C:13]2[CH:18]=[CH:17][C:16]([F:19])=[CH:15][CH:14]=2)[CH:25]=[CH:24][CH:23]=1. The yield is 0.950. (2) The reactants are C(O)(C(F)(F)F)=O.[CH:8]([S:11]([C:14]1[CH:15]=[CH:16][C:17]([C:20]2[CH:21]=[C:22]([C:34]3[O:38][N:37]=[C:36]([C:39]4[CH:44]=[CH:43][C:42]([CH2:45][NH:46][CH3:47])=[CH:41][CH:40]=4)[CH:35]=3)[C:23]([NH:26]C(=O)OC(C)(C)C)=[N:24][CH:25]=2)=[N:18][CH:19]=1)(=[O:13])=[O:12])([CH3:10])[CH3:9]. The catalyst is C(Cl)Cl. The product is [CH:8]([S:11]([C:14]1[CH:15]=[CH:16][C:17]([C:20]2[CH:21]=[C:22]([C:34]3[O:38][N:37]=[C:36]([C:39]4[CH:40]=[CH:41][C:42]([CH2:45][NH:46][CH3:47])=[CH:43][CH:44]=4)[CH:35]=3)[C:23]([NH2:26])=[N:24][CH:25]=2)=[N:18][CH:19]=1)(=[O:12])=[O:13])([CH3:10])[CH3:9]. The yield is 0.350. (3) The reactants are [C:1]([O:5][C:6](=[O:35])[NH:7][C:8]1([C:16]#[C:17][C:18]2[CH:23]=[CH:22][C:21]([CH2:24][CH2:25][C:26]#[C:27][C:28]3([OH:34])[CH2:33][CH2:32][CH2:31][CH2:30][CH2:29]3)=[CH:20][CH:19]=2)[CH2:13][O:12][C:11]([CH3:15])([CH3:14])[O:10][CH2:9]1)([CH3:4])([CH3:3])[CH3:2]. The catalyst is CCO.[Pd]. The product is [C:1]([O:5][C:6](=[O:35])[NH:7][C:8]1([CH2:16][CH2:17][C:18]2[CH:23]=[CH:22][C:21]([CH2:24][CH2:25][CH2:26][CH2:27][C:28]3([OH:34])[CH2:33][CH2:32][CH2:31][CH2:30][CH2:29]3)=[CH:20][CH:19]=2)[CH2:9][O:10][C:11]([CH3:15])([CH3:14])[O:12][CH2:13]1)([CH3:2])([CH3:3])[CH3:4]. The yield is 0.600. (4) The reactants are [CH2:1]([N:8]([CH2:16][C@H:17]([N:19]1C(=O)C2C(=CC=CC=2)C1=O)[CH3:18])[C:9](=[O:15])[O:10][C:11]([CH3:14])([CH3:13])[CH3:12])[C:2]1[CH:7]=[CH:6][CH:5]=[CH:4][CH:3]=1.O.NN. The catalyst is CO. The product is [NH2:19][C@H:17]([CH3:18])[CH2:16][N:8]([CH2:1][C:2]1[CH:3]=[CH:4][CH:5]=[CH:6][CH:7]=1)[C:9](=[O:15])[O:10][C:11]([CH3:14])([CH3:13])[CH3:12]. The yield is 0.790. (5) The reactants are Br.[NH2:2][C:3]1[C:4]([OH:18])=[C:5]([C:9]2[CH:14]=[CH:13][CH:12]=[C:11]([C:15]([OH:17])=[O:16])[CH:10]=2)[CH:6]=[CH:7][CH:8]=1.[N:19]([O-])=O.[Na+].[CH2:23]1[C:31]2[C:26](=[CH:27][C:28]([N:32]3[C:36](=[O:37])[CH2:35][C:34]([CH3:38])=[N:33]3)=[CH:29][CH:30]=2)[CH2:25][CH2:24]1.C(=O)(O)[O-].[Na+]. The catalyst is Cl.C(O)C. The product is [OH:18][C:4]1[C:3]([NH:2][N:19]=[C:35]2[C:36](=[O:37])[N:32]([C:28]3[CH:27]=[C:26]4[C:31](=[CH:30][CH:29]=3)[CH2:23][CH2:24][CH2:25]4)[N:33]=[C:34]2[CH3:38])=[CH:8][CH:7]=[CH:6][C:5]=1[C:9]1[CH:14]=[CH:13][CH:12]=[C:11]([C:15]([OH:17])=[O:16])[CH:10]=1. The yield is 0.114. (6) The product is [C:16]1([C:2]2[CH:3]=[CH:4][C:5]3[C:10](=[C:9]([S:11]([NH2:30])(=[O:13])=[O:12])[CH:8]=[CH:7][CH:6]=3)[N:1]=2)[CH:22]=[CH:21][CH:20]=[CH:19][CH:17]=1. The catalyst is C(Cl)Cl. The yield is 0.350. The reactants are [N:1]1[C:10]2[C:5](=[CH:6][CH:7]=[CH:8][C:9]=2[S:11](Cl)(=[O:13])=[O:12])[CH:4]=[CH:3][CH:2]=1.N[C:16]1[CH:22]=[CH:21][C:20](N2CCN(C)CC2)=[CH:19][C:17]=1N.[N:30]1C=CC=CC=1. (7) The reactants are [CH:1]1[CH:2]=[CH:3][C:4]2[N:16]([C:17]([NH2:19])=[O:18])[C:15]3[CH:14]=[CH:13][CH:12]=[CH:11][C:10]=3[C:8](=[O:9])[CH2:7][C:5]=2[CH:6]=1.C(OCC)(=O)C.O.C(O)=O. The catalyst is CN(C)C=O. The product is [CH:1]1[CH:2]=[CH:3][C:4]2[N:16]([C:17]([NH2:19])=[O:18])[C:15]3[CH:14]=[CH:13][CH:12]=[CH:11][C:10]=3[C@@H:8]([OH:9])[CH2:7][C:5]=2[CH:6]=1. The yield is 0.740.